This data is from Reaction yield outcomes from USPTO patents with 853,638 reactions. The task is: Predict the reaction yield, written as a fraction of the theoretical maximum amount of product (1.0 means a 100% yield; for example, 0.34 means a 34% yield). (1) The yield is 0.810. The catalyst is ClC1C=CC=CC=1Cl. The product is [Br:1][C:2]1[CH:3]=[CH:4][C:5]([Cl:21])=[C:6]([C:7]2[C:17]3[C:12](=[CH:13][CH:14]=[CH:15][CH:16]=3)[CH:11]=[C:10]([CH3:19])[N:9]=2)[CH:20]=1. The reactants are [Br:1][C:2]1[CH:3]=[CH:4][C:5]([Cl:21])=[C:6]([CH:20]=1)[C:7]([NH:9][CH:10]([CH3:19])[CH:11](O)[C:12]1[CH:17]=[CH:16][CH:15]=[CH:14][CH:13]=1)=O.O=P12OP3(OP(OP(O3)(O1)=O)(=O)O2)=O. (2) The reactants are [Cl:1][C:2]1[CH:7]=[CH:6][CH:5]=[CH:4][C:3]=1[C:8]1[CH:13]=[CH:12][N:11]=[CH:10][C:9]=1[NH:14][CH3:15].[CH3:16][S:17]([C:20]1[CH:21]=[C:22]([CH:26]=[C:27]([C:29]([F:32])([F:31])[F:30])[CH:28]=1)[C:23]([OH:25])=O)(=[O:19])=[O:18]. No catalyst specified. The product is [Cl:1][C:2]1[CH:7]=[CH:6][CH:5]=[CH:4][C:3]=1[C:8]1[CH:13]=[CH:12][N:11]=[CH:10][C:9]=1[N:14]([CH3:15])[C:23](=[O:25])[C:22]1[CH:26]=[C:27]([C:29]([F:32])([F:31])[F:30])[CH:28]=[C:20]([S:17]([CH3:16])(=[O:18])=[O:19])[CH:21]=1. The yield is 0.260. (3) The reactants are [CH3:1][C@@H:2]([C:5]([O:7][CH3:8])=[O:6])[CH2:3][OH:4].N1C=CN=C1.[Si:14](Cl)([C:27]([CH3:30])([CH3:29])[CH3:28])([C:21]1[CH:26]=[CH:25][CH:24]=[CH:23][CH:22]=1)[C:15]1[CH:20]=[CH:19][CH:18]=[CH:17][CH:16]=1. The catalyst is C(Cl)Cl. The product is [CH3:8][O:7][C:5](=[O:6])[C@H:2]([CH3:1])[CH2:3][O:4][Si:14]([C:27]([CH3:30])([CH3:29])[CH3:28])([C:21]1[CH:22]=[CH:23][CH:24]=[CH:25][CH:26]=1)[C:15]1[CH:20]=[CH:19][CH:18]=[CH:17][CH:16]=1. The yield is 0.860. (4) The reactants are [F:1][C:2]([F:9])([F:8])[C:3]1[NH:4][CH:5]=[CH:6][CH:7]=1.[H-].[Na+].[Cl:12][C:13]1[N:18]=[C:17](Cl)[CH:16]=[CH:15][N:14]=1. The catalyst is CN(C=O)C. The product is [Cl:12][C:13]1[N:18]=[C:17]([N:4]2[CH:5]=[CH:6][CH:7]=[C:3]2[C:2]([F:9])([F:8])[F:1])[CH:16]=[CH:15][N:14]=1. The yield is 0.290. (5) The reactants are [OH:1][CH:2]([CH2:14][O:15][C:16]1[CH:21]=[CH:20][CH:19]=[CH:18][CH:17]=1)[CH2:3][O:4][C:5]1[CH:10]=[CH:9][C:8]([CH2:11][C:12]#[N:13])=[CH:7][CH:6]=1.CC(OI1(OC(C)=O)(OC(C)=O)OC(=O)C2C=CC=CC1=2)=O. The catalyst is C(Cl)Cl. The product is [O:1]=[C:2]([CH2:14][O:15][C:16]1[CH:21]=[CH:20][CH:19]=[CH:18][CH:17]=1)[CH2:3][O:4][C:5]1[CH:6]=[CH:7][C:8]([CH2:11][C:12]#[N:13])=[CH:9][CH:10]=1. The yield is 0.500.